From a dataset of Full USPTO retrosynthesis dataset with 1.9M reactions from patents (1976-2016). Predict the reactants needed to synthesize the given product. Given the product [Cl:1][C:2]1[CH:7]=[CH:6][CH:5]=[CH:4][C:3]=1[C:8]1[CH:17]=[C:16]([O:18][CH:19]2[CH2:23][CH2:22][NH:21][CH2:20]2)[CH:15]=[C:14]2[C:9]=1[CH2:10][CH2:11][C:12](=[O:42])[N:13]2[C:34]1[C:35]([Cl:41])=[CH:36][CH:37]=[CH:38][C:39]=1[Cl:40], predict the reactants needed to synthesize it. The reactants are: [Cl:1][C:2]1[CH:7]=[CH:6][CH:5]=[CH:4][C:3]=1[C:8]1[CH:17]=[C:16]([O:18][CH:19]2[CH2:23][CH2:22][N:21](C(OCC3C=CC=CC=3)=O)[CH2:20]2)[CH:15]=[C:14]2[C:9]=1[CH2:10][CH2:11][C:12](=[O:42])[N:13]2[C:34]1[C:39]([Cl:40])=[CH:38][CH:37]=[CH:36][C:35]=1[Cl:41].C(O)(C(F)(F)F)=O.